Dataset: NCI-60 drug combinations with 297,098 pairs across 59 cell lines. Task: Regression. Given two drug SMILES strings and cell line genomic features, predict the synergy score measuring deviation from expected non-interaction effect. (1) Drug 1: C1CCC(C1)C(CC#N)N2C=C(C=N2)C3=C4C=CNC4=NC=N3. Drug 2: CCCCCOC(=O)NC1=NC(=O)N(C=C1F)C2C(C(C(O2)C)O)O. Cell line: UO-31. Synergy scores: CSS=21.0, Synergy_ZIP=-5.13, Synergy_Bliss=2.29, Synergy_Loewe=-1.97, Synergy_HSA=4.95. (2) Drug 1: COC1=C(C=C2C(=C1)N=CN=C2NC3=CC(=C(C=C3)F)Cl)OCCCN4CCOCC4. Drug 2: CC(C1=C(C=CC(=C1Cl)F)Cl)OC2=C(N=CC(=C2)C3=CN(N=C3)C4CCNCC4)N. Cell line: NCI/ADR-RES. Synergy scores: CSS=28.0, Synergy_ZIP=-1.49, Synergy_Bliss=4.92, Synergy_Loewe=3.00, Synergy_HSA=4.15. (3) Drug 1: CC12CCC(CC1=CCC3C2CCC4(C3CC=C4C5=CN=CC=C5)C)O. Drug 2: COC1=CC(=CC(=C1O)OC)C2C3C(COC3=O)C(C4=CC5=C(C=C24)OCO5)OC6C(C(C7C(O6)COC(O7)C8=CC=CS8)O)O. Cell line: OVCAR-4. Synergy scores: CSS=1.66, Synergy_ZIP=-4.81, Synergy_Bliss=-7.19, Synergy_Loewe=-4.90, Synergy_HSA=-4.83. (4) Cell line: SNB-75. Drug 2: C(CCl)NC(=O)N(CCCl)N=O. Synergy scores: CSS=-0.339, Synergy_ZIP=0.885, Synergy_Bliss=0.958, Synergy_Loewe=-0.339, Synergy_HSA=-0.671. Drug 1: CC1=CC=C(C=C1)C2=CC(=NN2C3=CC=C(C=C3)S(=O)(=O)N)C(F)(F)F.